From a dataset of Forward reaction prediction with 1.9M reactions from USPTO patents (1976-2016). Predict the product of the given reaction. Given the reactants C(OC([N:8]1[C:13]2[CH:14]=[C:15]([Cl:27])[C:16]([N:18](C(OC(C)(C)C)=O)[CH3:19])=[CH:17][C:12]=2[O:11][CH:10]([C:28]([N:30]2[CH2:35][CH2:34][C:33]([C:44]#[N:45])([CH2:36][C:37]3[CH:42]=[CH:41][C:40]([F:43])=[CH:39][CH:38]=3)[CH2:32][CH2:31]2)=[O:29])[CH2:9]1)=O)(C)(C)C.FC(F)(F)C(O)=O, predict the reaction product. The product is: [Cl:27][C:15]1[C:16]([NH:18][CH3:19])=[CH:17][C:12]2[O:11][CH:10]([C:28]([N:30]3[CH2:31][CH2:32][C:33]([CH2:36][C:37]4[CH:38]=[CH:39][C:40]([F:43])=[CH:41][CH:42]=4)([C:44]#[N:45])[CH2:34][CH2:35]3)=[O:29])[CH2:9][NH:8][C:13]=2[CH:14]=1.